This data is from Catalyst prediction with 721,799 reactions and 888 catalyst types from USPTO. The task is: Predict which catalyst facilitates the given reaction. (1) Reactant: [Cl:1][C:2]1[C:16]([Cl:17])=[CH:15][CH:14]=[CH:13][C:3]=1[CH2:4][NH:5][C:6](=[O:12])[N:7]([CH2:9][CH2:10][OH:11])[CH3:8].[CH2:18]([C:20]1[CH:25]=[CH:24][C:23]([N:26]=[C:27]=[O:28])=[CH:22][CH:21]=1)[CH3:19]. Product: [CH2:18]([C:20]1[CH:25]=[CH:24][C:23]([NH:26][C:27](=[O:28])[O:11][CH2:10][CH2:9][N:7]([CH3:8])[C:6]([NH:5][CH2:4][C:3]2[CH:13]=[CH:14][CH:15]=[C:16]([Cl:17])[C:2]=2[Cl:1])=[O:12])=[CH:22][CH:21]=1)[CH3:19]. The catalyst class is: 239. (2) Reactant: COCC[O:5][C:6]1[CH:14]=[C:13]2[C:9]([C:10]3[C:18]([C:19]4[CH:24]=[CH:23][CH:22]=[C:21]([N:25]5[C:34](=[O:35])[C:33]6[C:28](=[CH:29][CH:30]=[CH:31][CH:32]=6)[N:27]=[CH:26]5)[C:20]=4[CH3:36])=[CH:17][N:16]=[C:15]([C:37]([NH2:39])=[O:38])[C:11]=3[NH:12]2)=[CH:8][CH:7]=1.[I-].[I-].[I-].[Al+3]. Product: [OH:5][C:6]1[CH:14]=[C:13]2[C:9]([C:10]3[C:18]([C:19]4[CH:24]=[CH:23][CH:22]=[C:21]([N:25]5[C:34](=[O:35])[C:33]6[C:28](=[CH:29][CH:30]=[CH:31][CH:32]=6)[N:27]=[CH:26]5)[C:20]=4[CH3:36])=[CH:17][N:16]=[C:15]([C:37]([NH2:39])=[O:38])[C:11]=3[NH:12]2)=[CH:8][CH:7]=1. The catalyst class is: 10.